Task: Regression. Given a target protein amino acid sequence and a drug SMILES string, predict the binding affinity score between them. We predict pIC50 (pIC50 = -log10(IC50 in M); higher means more potent). Dataset: bindingdb_ic50.. Dataset: Drug-target binding data from BindingDB using IC50 measurements The target protein (O08966) has sequence MPTVDDVLEHVGEFGWFQKQAFLLLCLISASLAPIYVGIVFLGFTPDHHCRSPGVAELSQRCGWSPAEELNYTVPGLGSAGEASFLSQCMKYEVDWNQSTLDCVDPLSSLAANRSHLPLSPCEHGWVYDTPGSSIVTEFNLVCGDAWKVDLFQSCVNLGFFLGSLVVGYIADRFGRKLCLLVTTLVTSLSGVLTAVAPDYTSMLLFRLLQGMVSKGSWVSGYTLITEFVGSGYRRTTAILYQVAFTVGLVGLAGVAYAIPDWRWLQLAVSLPTFLFLLYYWFVPESPRWLLSQKRTTQAVRIMEQIAQKNRKVPPADLKMMCLEEDASERRSPSFADLFRTPSLRKHTLILMYLWFSCAVLYQGLIMHVGATGANLYLDFFYSSLVEFPAAFIILVTIDRIGRIYPIAASNLVAGAACLLMIFIPHELHWLNVTLACLGRMGATIVLQMVCLVNAELYPTFIRNLGMMVCSALCDLGGIFTPFMVFRLMEVWQALPLILF.... The drug is CCN(CC)CCNC(=O)c1ccc(N)cc1. The pIC50 is 5.4.